This data is from Full USPTO retrosynthesis dataset with 1.9M reactions from patents (1976-2016). The task is: Predict the reactants needed to synthesize the given product. (1) Given the product [CH3:1][C:2]1[N:6]2[C:7]3[CH:13]=[C:12]([CH3:14])[N:11]([CH2:18][C:19]4[CH:28]=[CH:27][C:22]([C:23]([O:25][CH3:26])=[O:24])=[CH:21][CH:20]=4)[C:8]=3[CH:9]=[CH:10][C:5]2=[N:4][N:3]=1, predict the reactants needed to synthesize it. The reactants are: [CH3:1][C:2]1[N:6]2[C:7]3[CH:13]=[C:12]([CH3:14])[NH:11][C:8]=3[CH:9]=[CH:10][C:5]2=[N:4][N:3]=1.[H-].[Na+].Br[CH2:18][C:19]1[CH:28]=[CH:27][C:22]([C:23]([O:25][CH3:26])=[O:24])=[CH:21][CH:20]=1.[NH4+].[Cl-]. (2) Given the product [Br:41][C:4]1[CH:3]=[CH:2][C:1]([N:7]([C:8]2[CH:9]=[CH:10][C:11]([CH2:14][CH2:15][C:16]([O:18][CH2:19][CH3:20])=[O:17])=[CH:12][CH:13]=2)[C:21]2[CH:26]=[CH:25][C:24]([CH2:27][CH2:28][C:29]([O:31][CH2:32][CH3:33])=[O:30])=[CH:23][CH:22]=2)=[CH:6][CH:5]=1, predict the reactants needed to synthesize it. The reactants are: [C:1]1([N:7]([C:21]2[CH:26]=[CH:25][C:24]([CH2:27][CH2:28][C:29]([O:31][CH2:32][CH3:33])=[O:30])=[CH:23][CH:22]=2)[C:8]2[CH:13]=[CH:12][C:11]([CH2:14][CH2:15][C:16]([O:18][CH2:19][CH3:20])=[O:17])=[CH:10][CH:9]=2)[CH:6]=[CH:5][CH:4]=[CH:3][CH:2]=1.C1C(=O)N([Br:41])C(=O)C1.